Dataset: NCI-60 drug combinations with 297,098 pairs across 59 cell lines. Task: Regression. Given two drug SMILES strings and cell line genomic features, predict the synergy score measuring deviation from expected non-interaction effect. (1) Drug 1: C1CC(=O)NC(=O)C1N2C(=O)C3=CC=CC=C3C2=O. Drug 2: CCC1(C2=C(COC1=O)C(=O)N3CC4=CC5=C(C=CC(=C5CN(C)C)O)N=C4C3=C2)O.Cl. Cell line: NCIH23. Synergy scores: CSS=-5.46, Synergy_ZIP=-9.94, Synergy_Bliss=-25.2, Synergy_Loewe=-55.3, Synergy_HSA=-27.3. (2) Drug 1: C(CC(=O)O)C(=O)CN.Cl. Drug 2: COCCOC1=C(C=C2C(=C1)C(=NC=N2)NC3=CC=CC(=C3)C#C)OCCOC.Cl. Cell line: RXF 393. Synergy scores: CSS=-5.11, Synergy_ZIP=1.54, Synergy_Bliss=-1.74, Synergy_Loewe=-4.72, Synergy_HSA=-5.17. (3) Drug 1: CC1=C2C(C(=O)C3(C(CC4C(C3C(C(C2(C)C)(CC1OC(=O)C(C(C5=CC=CC=C5)NC(=O)OC(C)(C)C)O)O)OC(=O)C6=CC=CC=C6)(CO4)OC(=O)C)OC)C)OC. Drug 2: CC1=C(C(CCC1)(C)C)C=CC(=CC=CC(=CC(=O)O)C)C. Cell line: HOP-62. Synergy scores: CSS=30.6, Synergy_ZIP=2.46, Synergy_Bliss=2.45, Synergy_Loewe=-26.5, Synergy_HSA=0.400. (4) Drug 1: CN1C2=C(C=C(C=C2)N(CCCl)CCCl)N=C1CCCC(=O)O.Cl. Drug 2: C(CC(=O)O)C(=O)CN.Cl. Cell line: 786-0. Synergy scores: CSS=10.8, Synergy_ZIP=-4.37, Synergy_Bliss=0.520, Synergy_Loewe=-6.76, Synergy_HSA=-1.38. (5) Drug 1: CC1=C(N=C(N=C1N)C(CC(=O)N)NCC(C(=O)N)N)C(=O)NC(C(C2=CN=CN2)OC3C(C(C(C(O3)CO)O)O)OC4C(C(C(C(O4)CO)O)OC(=O)N)O)C(=O)NC(C)C(C(C)C(=O)NC(C(C)O)C(=O)NCCC5=NC(=CS5)C6=NC(=CS6)C(=O)NCCC[S+](C)C)O. Drug 2: CC(C)NC(=O)C1=CC=C(C=C1)CNNC.Cl. Cell line: A498. Synergy scores: CSS=11.7, Synergy_ZIP=-8.75, Synergy_Bliss=-5.76, Synergy_Loewe=-4.80, Synergy_HSA=-2.95. (6) Cell line: SNB-75. Drug 2: CC1=C(C(=O)C2=C(C1=O)N3CC4C(C3(C2COC(=O)N)OC)N4)N. Synergy scores: CSS=16.8, Synergy_ZIP=-7.51, Synergy_Bliss=1.95, Synergy_Loewe=-30.1, Synergy_HSA=-0.0968. Drug 1: C1CC(C1)(C(=O)O)C(=O)O.[NH2-].[NH2-].[Pt+2]. (7) Drug 1: CC1C(C(CC(O1)OC2CC(CC3=C2C(=C4C(=C3O)C(=O)C5=C(C4=O)C(=CC=C5)OC)O)(C(=O)C)O)N)O.Cl. Drug 2: C1CNP(=O)(OC1)N(CCCl)CCCl. Cell line: MDA-MB-435. Synergy scores: CSS=11.7, Synergy_ZIP=-2.26, Synergy_Bliss=-1.61, Synergy_Loewe=-11.2, Synergy_HSA=-4.03.